From a dataset of Catalyst prediction with 721,799 reactions and 888 catalyst types from USPTO. Predict which catalyst facilitates the given reaction. (1) Reactant: C(=O)([O-])[O-].[Cs+].[Cs+].[F:7][C:8]1[CH:13]=[CH:12][CH:11]=[CH:10][C:9]=1[OH:14].Br[CH:16]([CH3:22])[C:17]([O:19][CH2:20][CH3:21])=[O:18]. Product: [CH2:20]([O:19][C:17](=[O:18])[CH:16]([O:14][C:9]1[CH:10]=[CH:11][CH:12]=[CH:13][C:8]=1[F:7])[CH3:22])[CH3:21]. The catalyst class is: 369. (2) Reactant: [OH-].[Na+:2].C[O:4][C:5](=[O:22])[CH2:6][C:7]1[N:8]([CH3:21])[C:9](=[O:20])[C:10]([F:19])=[C:11]([N:13]2[CH2:18][CH2:17][O:16][CH2:15][CH2:14]2)[N:12]=1. Product: [F:19][C:10]1[C:9](=[O:20])[N:8]([CH3:21])[C:7]([CH2:6][C:5]([O-:22])=[O:4])=[N:12][C:11]=1[N:13]1[CH2:18][CH2:17][O:16][CH2:15][CH2:14]1.[Na+:2]. The catalyst class is: 1. (3) Reactant: C(N(CC)CC)C.[F:8][C:9]([F:42])([F:41])[C:10]([NH:12][CH2:13][CH2:14][CH2:15][N:16]([CH2:31][CH2:32][CH2:33][NH:34][C:35](=[O:40])[C:36]([F:39])([F:38])[F:37])[CH2:17][CH2:18][CH2:19][N:20]([CH2:27][C:28](O)=[O:29])[C:21](=[O:26])[C:22]([F:25])([F:24])[F:23])=[O:11].F[P-](F)(F)(F)(F)F.N1(O[P+](N(C)C)(N(C)C)N(C)C)C2C=CC=CC=2N=N1.[NH2:70][CH2:71][CH:72]1[CH2:76][O:75][CH:74]([O:77][CH2:78][CH2:79][CH2:80][C:81]([N:83]([CH2:98][CH2:99][CH2:100][CH2:101][CH2:102][CH2:103][CH2:104][CH2:105][CH2:106][CH2:107][CH2:108][CH2:109][CH2:110][CH3:111])[CH2:84][CH2:85][CH2:86][CH2:87][CH2:88][CH2:89][CH2:90][CH2:91][CH2:92][CH2:93][CH2:94][CH2:95][CH2:96][CH3:97])=[O:82])[O:73]1. Product: [F:8][C:9]([F:41])([F:42])[C:10]([NH:12][CH2:13][CH2:14][CH2:15][N:16]([CH2:31][CH2:32][CH2:33][NH:34][C:35](=[O:40])[C:36]([F:37])([F:38])[F:39])[CH2:17][CH2:18][CH2:19][N:20]([C:21](=[O:26])[C:22]([F:24])([F:25])[F:23])[CH2:27][C:28]([NH:70][CH2:71][CH:72]1[CH2:76][O:75][CH:74]([O:77][CH2:78][CH2:79][CH2:80][C:81]([N:83]([CH2:98][CH2:99][CH2:100][CH2:101][CH2:102][CH2:103][CH2:104][CH2:105][CH2:106][CH2:107][CH2:108][CH2:109][CH2:110][CH3:111])[CH2:84][CH2:85][CH2:86][CH2:87][CH2:88][CH2:89][CH2:90][CH2:91][CH2:92][CH2:93][CH2:94][CH2:95][CH2:96][CH3:97])=[O:82])[O:73]1)=[O:29])=[O:11]. The catalyst class is: 4.